This data is from Reaction yield outcomes from USPTO patents with 853,638 reactions. The task is: Predict the reaction yield, written as a fraction of the theoretical maximum amount of product (1.0 means a 100% yield; for example, 0.34 means a 34% yield). (1) The reactants are [H-].[Na+].[C:3]([CH2:5]P(=O)(OCC)OCC)#[N:4].[CH3:14][C:15]1([CH3:24])[CH2:20][C:19]([CH3:22])([CH3:21])[CH2:18][C:17](=O)[CH2:16]1. The catalyst is C1COCC1. The product is [CH3:14][C:15]1([CH3:24])[CH2:20][C:19]([CH3:22])([CH3:21])[CH2:18][C:17](=[CH:5][C:3]#[N:4])[CH2:16]1. The yield is 0.710. (2) The reactants are [S:1]1[CH:5]=[CH:4][N:3]=[C:2]1[NH:6][S:7]([C:10]1[CH:11]=[C:12]2[C:17](=[CH:18][CH:19]=1)[N:16](C=O)[CH2:15][CH2:14][CH2:13]2)(=[O:9])=[O:8].[OH-].[K+]. The catalyst is CCO. The product is [S:1]1[CH:5]=[CH:4][N:3]=[C:2]1[NH:6][S:7]([C:10]1[CH:11]=[C:12]2[C:17](=[CH:18][CH:19]=1)[NH:16][CH2:15][CH2:14][CH2:13]2)(=[O:9])=[O:8]. The yield is 1.00. (3) The reactants are [Cl:1][CH2:2][CH2:3][CH2:4][O:5][C:6]1[CH:11]=[CH:10][C:9]([C:12](=[S:14])[NH2:13])=[CH:8][CH:7]=1.Br[CH:16]1[C:21](=O)[CH2:20][CH2:19][N:18]([C:23](=[O:28])[C:24]([F:27])([F:26])[F:25])[CH2:17]1. The catalyst is C(O)(C)C. The product is [Cl:1][CH2:2][CH2:3][CH2:4][O:5][C:6]1[CH:11]=[CH:10][C:9]([C:12]2[S:14][C:16]3[CH2:17][N:18]([C:23](=[O:28])[C:24]([F:27])([F:25])[F:26])[CH2:19][CH2:20][C:21]=3[N:13]=2)=[CH:8][CH:7]=1. The yield is 0.500. (4) The product is [CH3:1][O:2][C:3]([C:5]1([CH3:19])[C:10]([C:24]2[CH:25]=[CH:26][C:21]([Cl:20])=[CH:22][CH:23]=2)([OH:11])[CH2:9][CH2:8][N:7]([C:12]([O:14][C:15]([CH3:18])([CH3:17])[CH3:16])=[O:13])[CH2:6]1)=[O:4]. The reactants are [CH3:1][O:2][C:3]([C:5]1([CH3:19])[C:10](=[O:11])[CH2:9][CH2:8][N:7]([C:12]([O:14][C:15]([CH3:18])([CH3:17])[CH3:16])=[O:13])[CH2:6]1)=[O:4].[Cl:20][C:21]1[CH:26]=[CH:25][C:24]([Mg]Br)=[CH:23][CH:22]=1. The yield is 0.700. The catalyst is O1CCCC1. (5) The reactants are [Cl:1][C:2]1[C:3]([CH3:12])=[CH:4][C:5]([N+:9]([O-:11])=[O:10])=[C:6]([CH:8]=1)[NH2:7].O[CH2:14][CH:15]([CH2:17]O)O.[Na+].[N+](C1C=C(S([O-])(=O)=O)C=CC=1)([O-])=O.OS(O)(=O)=O.O. No catalyst specified. The product is [Cl:1][C:2]1[C:3]([CH3:12])=[CH:4][C:5]([N+:9]([O-:11])=[O:10])=[C:6]2[C:8]=1[CH:14]=[CH:15][CH:17]=[N:7]2. The yield is 0.300. (6) The reactants are P(O[CH2:10][C:11]#[N:12])(OCC)(OCC)=O.CC(C)([O-])C.[K+].[C:19]([O:23][C:24]([N:26]1[CH2:29][C:28](=O)[CH2:27]1)=[O:25])([CH3:22])([CH3:21])[CH3:20]. The catalyst is O1CCCC1.O.[Cl-].[Na+]. The product is [C:11]([CH:10]=[C:28]1[CH2:29][N:26]([C:24]([O:23][C:19]([CH3:22])([CH3:21])[CH3:20])=[O:25])[CH2:27]1)#[N:12]. The yield is 0.610.